From a dataset of Reaction yield outcomes from USPTO patents with 853,638 reactions. Predict the reaction yield, written as a fraction of the theoretical maximum amount of product (1.0 means a 100% yield; for example, 0.34 means a 34% yield). (1) The reactants are Cl.N1C=CC=CC=1.[Br:8][C:9]1[CH:10]=[CH:11][C:12]2[C:21]3[C:16](=[C:17]4[CH:25]=[CH:24][C:23]([O:26]C)=[CH:22][C:18]4=[CH:19][CH:20]=3)[O:15][CH2:14][C:13]=2[CH:28]=1. The catalyst is O. The product is [Br:8][C:9]1[CH:10]=[CH:11][C:12]2[C:21]3[C:16](=[C:17]4[CH:25]=[CH:24][C:23]([OH:26])=[CH:22][C:18]4=[CH:19][CH:20]=3)[O:15][CH2:14][C:13]=2[CH:28]=1. The yield is 0.560. (2) The reactants are [Cl:1][C:2]1[CH:7]=[CH:6][C:5]([S:8]([CH:11]([C:24]2[CH:29]=[C:28]([F:30])[CH:27]=[CH:26][C:25]=2[F:31])[C:12]2[N:17]=[CH:16][C:15]([CH:18]=[CH:19][C:20]([O:22][CH3:23])=[O:21])=[CH:14][CH:13]=2)(=[O:10])=[O:9])=[CH:4][CH:3]=1. The catalyst is C(O)C.[C].[Pd]. The product is [Cl:1][C:2]1[CH:7]=[CH:6][C:5]([S:8]([CH:11]([C:24]2[CH:29]=[C:28]([F:30])[CH:27]=[CH:26][C:25]=2[F:31])[C:12]2[N:17]=[CH:16][C:15]([CH2:18][CH2:19][C:20]([O:22][CH3:23])=[O:21])=[CH:14][CH:13]=2)(=[O:10])=[O:9])=[CH:4][CH:3]=1. The yield is 0.580. (3) The reactants are [CH3:1][O:2][CH2:3][C:4]1[CH:9]=[CH:8][C:7]([O:10][C:11]2[CH:16]=[CH:15][C:14]([N+:17]([O-])=O)=[C:13]([O:20][CH:21]3[CH2:26][CH2:25][O:24][CH2:23][CH2:22]3)[CH:12]=2)=[CH:6][N:5]=1.[Cl-].[Ca+2].[Cl-].O.C(O)C. The catalyst is [Fe].C(OCC)(=O)C.CCCCCC. The product is [CH3:1][O:2][CH2:3][C:4]1[N:5]=[CH:6][C:7]([O:10][C:11]2[CH:16]=[CH:15][C:14]([NH2:17])=[C:13]([O:20][CH:21]3[CH2:26][CH2:25][O:24][CH2:23][CH2:22]3)[CH:12]=2)=[CH:8][CH:9]=1. The yield is 0.760. (4) The reactants are [C:1]1([C:21]2[CH:26]=[CH:25][CH:24]=[CH:23][CH:22]=2)[CH:6]=[CH:5][C:4]([C:7]([N:9]2[CH2:13][C:12](=[N:14][O:15][CH3:16])[CH2:11][C@H:10]2[C:17](=[N:19][OH:20])[NH2:18])=[O:8])=[CH:3][CH:2]=1.[CH3:27][N:28]1[CH2:33][CH2:32][CH:31]([C:34](O)=O)[CH2:30][CH2:29]1. No catalyst specified. The product is [CH3:16][O:15][N:14]=[C:12]1[CH2:11][C@@H:10]([C:17]2[N:18]=[C:34]([CH:31]3[CH2:32][CH2:33][N:28]([CH3:27])[CH2:29][CH2:30]3)[O:20][N:19]=2)[N:9]([C:7]([C:4]2[CH:3]=[CH:2][C:1]([C:21]3[CH:26]=[CH:25][CH:24]=[CH:23][CH:22]=3)=[CH:6][CH:5]=2)=[O:8])[CH2:13]1. The yield is 0.850. (5) The reactants are O=C1C2C(=CC=CC=2)C(=O)[N:3]1[CH2:12][C:13]([O:15][C:16]([CH3:47])([CH3:46])[CH2:17][N:18]1[C:30]2[C:29]3[CH:28]=[CH:27][CH:26]=[CH:25][C:24]=3[N:23]=[C:22]([N:31]3C(=O)C4C(=CC=CC=4)C3=O)[C:21]=2[N:20]=[C:19]1[CH2:42][O:43][CH2:44][CH3:45])=[O:14].NN.O.Cl. The product is [NH2:3][CH2:12][C:13]([O:15][C:16]([CH3:46])([CH3:47])[CH2:17][N:18]1[C:30]2[C:29]3[CH:28]=[CH:27][CH:26]=[CH:25][C:24]=3[N:23]=[C:22]([NH2:31])[C:21]=2[N:20]=[C:19]1[CH2:42][O:43][CH2:44][CH3:45])=[O:14]. The yield is 0.630. The catalyst is C(Cl)Cl.C1COCC1. (6) The reactants are [Cl:1][C:2]1[CH:3]=[CH:4][C:5]([C:8]([F:15])([F:14])[C:9](OCC)=[O:10])=[N:6][CH:7]=1.[BH4-].[Na+]. The catalyst is C(O)C. The product is [Cl:1][C:2]1[CH:3]=[CH:4][C:5]([C:8]([F:15])([F:14])[CH2:9][OH:10])=[N:6][CH:7]=1. The yield is 0.840. (7) The catalyst is C(Cl)Cl. The product is [CH3:1][S:2]([C:4]1[CH:5]=[CH:6][C:7]([CH2:10][CH2:11][C:12]([O:14][CH3:15])=[O:13])=[CH:8][CH:9]=1)(=[N:20][C:18](=[O:19])[C:17]([F:22])([F:21])[F:16])=[O:3]. The yield is 0.690. The reactants are [CH3:1][S:2]([C:4]1[CH:9]=[CH:8][C:7]([CH2:10][CH2:11][C:12]([O:14][CH3:15])=[O:13])=[CH:6][CH:5]=1)=[O:3].[F:16][C:17]([F:22])([F:21])[C:18]([NH2:20])=[O:19]. (8) The reactants are [N+:1]([C:4]1[CH:12]=[C:8]([C:9]([OH:11])=O)[C:7]([NH2:13])=[CH:6][CH:5]=1)([O-:3])=[O:2].Cl.[CH3:15][NH:16][CH3:17].F[P-](F)(F)(F)(F)F.N1(O[P+](N(C)C)(N(C)C)N(C)C)C2C=CC=CC=2N=N1.CN1CCOCC1. The catalyst is CN(C=O)C.O. The product is [NH2:13][C:7]1[CH:6]=[CH:5][C:4]([N+:1]([O-:3])=[O:2])=[CH:12][C:8]=1[C:9]([N:16]([CH3:17])[CH3:15])=[O:11]. The yield is 0.890. (9) The reactants are [Cl:1][C:2]1[S:6][C:5]([C:7]([OH:9])=O)=[CH:4][C:3]=1[C:10]1[N:14]([CH3:15])[N:13]=[CH:12][C:11]=1[Cl:16].[NH2:17][C@@H:18]([CH2:31][C:32]1[CH:37]=[CH:36][C:35]([F:38])=[CH:34][CH:33]=1)[CH2:19][N:20]1[C:28](=[O:29])[C:27]2[C:22](=[CH:23][CH:24]=[CH:25][CH:26]=2)[C:21]1=[O:30].CC(OC(N[C@H](C(O)=O)CC1C=CC=CC=1C(F)(F)F)=O)(C)C.C1CN([P+](Br)(N2CCCC2)N2CCCC2)CC1.F[P-](F)(F)(F)(F)F.CCN(C(C)C)C(C)C. The catalyst is C(Cl)(Cl)Cl. The product is [Cl:1][C:2]1[S:6][C:5]([C:7]([NH:17][C@@H:18]([CH2:31][C:32]2[CH:33]=[CH:34][C:35]([F:38])=[CH:36][CH:37]=2)[CH2:19][N:20]2[C:28](=[O:29])[C:27]3[C:22](=[CH:23][CH:24]=[CH:25][CH:26]=3)[C:21]2=[O:30])=[O:9])=[CH:4][C:3]=1[C:10]1[N:14]([CH3:15])[N:13]=[CH:12][C:11]=1[Cl:16]. The yield is 0.170. (10) The reactants are [C:1]([O:5][C:6]([NH:8][CH:9]([C:13]([SH:16])([CH3:15])[CH3:14])[C:10]([OH:12])=[O:11])=[O:7])([CH3:4])([CH3:3])[CH3:2].[OH-].[K+].[C:19](OC(=O)C)(=[O:21])[CH3:20]. The catalyst is O. The product is [C:19]([S:16][C:13]([CH3:15])([CH3:14])[CH:9]([NH:8][C:6]([O:5][C:1]([CH3:4])([CH3:2])[CH3:3])=[O:7])[C:10]([OH:12])=[O:11])(=[O:21])[CH3:20]. The yield is 1.00.